Task: Predict the product of the given reaction.. Dataset: Forward reaction prediction with 1.9M reactions from USPTO patents (1976-2016) (1) Given the reactants [H-].[Na+].[N:3]1[CH:8]=[CH:7][CH:6]=[C:5]([OH:9])[CH:4]=1.[Br:10][C:11]1[CH:16]=[C:15]([Cl:17])[CH:14]=[C:13]([CH2:18]Br)[CH:12]=1, predict the reaction product. The product is: [Br:10][C:11]1[CH:12]=[C:13]([CH:14]=[C:15]([Cl:17])[CH:16]=1)[CH2:18][O:9][C:5]1[CH:4]=[N:3][CH:8]=[CH:7][CH:6]=1. (2) Given the reactants O/[N:2]=[C:3](\[C:9](=[O:23])[C:10]1[CH:15]=[CH:14][C:13]([O:16][C:17]2[CH:22]=[CH:21][CH:20]=[CH:19][CH:18]=2)=[CH:12][CH:11]=1)/[C:4]([O:6][CH2:7][CH3:8])=[O:5].[ClH:24].CCO, predict the reaction product. The product is: [ClH:24].[NH2:2][CH:3]([C:9](=[O:23])[C:10]1[CH:15]=[CH:14][C:13]([O:16][C:17]2[CH:22]=[CH:21][CH:20]=[CH:19][CH:18]=2)=[CH:12][CH:11]=1)[C:4]([O:6][CH2:7][CH3:8])=[O:5]. (3) Given the reactants [C:1]1([C:7]2[N:8]=[C:9]3[C:15]4[CH:16]=[CH:17][CH:18]=[CH:19][C:14]=4[NH:13][C:12]4[N:20]=[CH:21][CH:22]=[CH:23][C:11]=4[N:10]3[C:24]=2[C:25]2[CH:30]=[CH:29][C:28]([C:31]3([NH:35]C(=O)OC(C)(C)C)[CH2:34][O:33][CH2:32]3)=[CH:27][CH:26]=2)[CH:6]=[CH:5][CH:4]=[CH:3][CH:2]=1.FC(F)(F)C(O)=O, predict the reaction product. The product is: [C:1]1([C:7]2[N:8]=[C:9]3[C:15]4[CH:16]=[CH:17][CH:18]=[CH:19][C:14]=4[NH:13][C:12]4[N:20]=[CH:21][CH:22]=[CH:23][C:11]=4[N:10]3[C:24]=2[C:25]2[CH:26]=[CH:27][C:28]([C:31]3([NH2:35])[CH2:32][O:33][CH2:34]3)=[CH:29][CH:30]=2)[CH:2]=[CH:3][CH:4]=[CH:5][CH:6]=1. (4) Given the reactants C[O:2][C:3](=[O:16])[CH2:4][O:5][C:6]1[CH:14]=[CH:13][C:12]([SH:15])=[C:11]2[C:7]=1[CH2:8][CH2:9][CH2:10]2.[Cl:17][C:18]1[CH:23]=[CH:22][C:21]([CH2:24][O:25][C:26]2[CH:31]=[CH:30][C:29]([CH2:32]Cl)=[CH:28][CH:27]=2)=[CH:20][C:19]=1[Cl:34].BrCC1C=CC(Cl)=C(Cl)C=1.OCC1C=CC(O)=CC=1.ClCC1(C(F)(F)F)C=CC(OCC2C=CC=CC=2)=CC1, predict the reaction product. The product is: [Cl:34][C:19]1[CH:20]=[C:21]([CH:22]=[CH:23][C:18]=1[Cl:17])[CH2:24][O:25][C:26]1[CH:31]=[CH:30][C:29]([CH2:32][S:15][C:12]2[CH:13]=[CH:14][C:6]([O:5][CH2:4][C:3]([OH:2])=[O:16])=[C:7]3[C:11]=2[CH2:10][CH2:9][CH2:8]3)=[CH:28][CH:27]=1. (5) Given the reactants [CH3:1][O-].[Na+].CO.[Cl:6][C:7]1[CH:12]=[CH:11][C:10]([OH:13])=[CH:9][N:8]=1.CI, predict the reaction product. The product is: [Cl:6][C:7]1[CH:12]=[CH:11][C:10]([O:13][CH3:1])=[CH:9][N:8]=1. (6) Given the reactants C(=O)([O-])[O-].[K+].[K+].Br[CH2:8][C:9]([C:11]1[S:12][CH:13]=[CH:14][CH:15]=1)=[O:10].[Br:16][C:17]1[CH:24]=[C:21]([CH:22]=O)[C:20]([OH:25])=[CH:19][CH:18]=1, predict the reaction product. The product is: [Br:16][C:17]1[CH:18]=[CH:19][C:20]2[O:25][C:8]([C:9]([C:11]3[S:12][CH:13]=[CH:14][CH:15]=3)=[O:10])=[CH:22][C:21]=2[CH:24]=1. (7) Given the reactants [NH2:1][C:2]1[CH:7]=[CH:6][C:5]([C:8]([F:11])([F:10])[F:9])=[CH:4][N:3]=1.[Br:12][CH2:13][C:14](=O)[C:15]([C:17]1[CH:22]=[CH:21][CH:20]=[CH:19][CH:18]=1)=[O:16], predict the reaction product. The product is: [BrH:12].[C:17]1([C:15]([C:14]2[N:1]=[C:2]3[CH:7]=[CH:6][C:5]([C:8]([F:9])([F:11])[F:10])=[CH:4][N:3]3[CH:13]=2)=[O:16])[CH:22]=[CH:21][CH:20]=[CH:19][CH:18]=1. (8) Given the reactants Br[C:2]1[S:22][C:5]2=[N:6][C:7]([CH3:21])=[CH:8][C:9]([NH:10][S:11]([C:14]3[CH:19]=[CH:18][CH:17]=[C:16]([Cl:20])[CH:15]=3)(=[O:13])=[O:12])=[C:4]2[C:3]=1[C:23]1[CH:28]=[CH:27][CH:26]=[C:25]([O:29][CH3:30])[CH:24]=1.CC1(C)C(C)(C)OB([C:39]2[CH:40]=[N:41][O:42][CH:43]=2)O1.C(=O)([O-])[O-].[K+].[K+].O, predict the reaction product. The product is: [Cl:20][C:16]1[CH:15]=[C:14]([S:11]([NH:10][C:9]2[CH:8]=[C:7]([CH3:21])[N:6]=[C:5]3[S:22][C:2]([C:39]4[CH:40]=[N:41][O:42][CH:43]=4)=[C:3]([C:23]4[CH:28]=[CH:27][CH:26]=[C:25]([O:29][CH3:30])[CH:24]=4)[C:4]=23)(=[O:13])=[O:12])[CH:19]=[CH:18][CH:17]=1. (9) Given the reactants [CH3:1][O:2][C:3](=[O:15])[C:4]1[CH:9]=[C:8]([S:10]([CH3:13])(=[O:12])=[O:11])[CH:7]=[CH:6][C:5]=1Cl.[CH3:16][NH:17][CH2:18][CH2:19][CH3:20], predict the reaction product. The product is: [CH3:1][O:2][C:3](=[O:15])[C:4]1[CH:9]=[C:8]([S:10]([CH3:13])(=[O:12])=[O:11])[CH:7]=[CH:6][C:5]=1[N:17]([CH3:16])[CH2:18][CH2:19][CH3:20].